This data is from TCR-epitope binding with 47,182 pairs between 192 epitopes and 23,139 TCRs. The task is: Binary Classification. Given a T-cell receptor sequence (or CDR3 region) and an epitope sequence, predict whether binding occurs between them. (1) The epitope is SFHSLHLLF. The TCR CDR3 sequence is CSVVLTFKDTQYF. Result: 0 (the TCR does not bind to the epitope). (2) The epitope is LVLSVNPYV. The TCR CDR3 sequence is CASRQGLDQETQYF. Result: 0 (the TCR does not bind to the epitope). (3) The epitope is IVTDFSVIK. The TCR CDR3 sequence is CASSLGSGNYGYTF. Result: 1 (the TCR binds to the epitope). (4) The epitope is VLQAVGACV. The TCR CDR3 sequence is CASSKQTGTGETKNIQYF. Result: 0 (the TCR does not bind to the epitope).